Dataset: Peptide-MHC class I binding affinity with 185,985 pairs from IEDB/IMGT. Task: Regression. Given a peptide amino acid sequence and an MHC pseudo amino acid sequence, predict their binding affinity value. This is MHC class I binding data. (1) The peptide sequence is TEFFMSRKL. The MHC is HLA-A29:02 with pseudo-sequence HLA-A29:02. The binding affinity (normalized) is 0.0847. (2) The peptide sequence is IAMESIVIW. The MHC is HLA-A02:03 with pseudo-sequence HLA-A02:03. The binding affinity (normalized) is 0.215. (3) The peptide sequence is VSSIFLHL. The MHC is H-2-Kb with pseudo-sequence H-2-Kb. The binding affinity (normalized) is 0.740. (4) The peptide sequence is RSLYNTVATL. The MHC is HLA-A02:01 with pseudo-sequence HLA-A02:01. The binding affinity (normalized) is 0.390. (5) The binding affinity (normalized) is 0.00528. The peptide sequence is ERPIFPHPSKPTFLP. The MHC is HLA-B40:02 with pseudo-sequence HLA-B40:02. (6) The peptide sequence is GVFPINESF. The MHC is HLA-B15:01 with pseudo-sequence HLA-B15:01. The binding affinity (normalized) is 0.609.